This data is from Forward reaction prediction with 1.9M reactions from USPTO patents (1976-2016). The task is: Predict the product of the given reaction. (1) Given the reactants [Cl:1][C:2]1[N:7]=[C:6]([C:8]2[CH:9]=[C:10]([CH:13]=[CH:14][CH:15]=2)[CH:11]=O)[CH:5]=[CH:4][N:3]=1.[C:16]([O:20][C:21]([N:23]1[CH2:28][CH2:27][CH:26]([NH2:29])[CH2:25][CH2:24]1)=[O:22])([CH3:19])([CH3:18])[CH3:17], predict the reaction product. The product is: [C:16]([O:20][C:21]([N:23]1[CH2:28][CH2:27][CH:26]([NH:29][CH2:11][C:10]2[CH:13]=[CH:14][CH:15]=[C:8]([C:6]3[CH:5]=[CH:4][N:3]=[C:2]([Cl:1])[N:7]=3)[CH:9]=2)[CH2:25][CH2:24]1)=[O:22])([CH3:19])([CH3:17])[CH3:18]. (2) The product is: [CH3:1][C@@H:2]([O:17][C@H:18]1[O:23][CH2:22][CH2:21][N:20]([CH2:24][C:25]2[N:30]=[C:28]([OH:29])[N:27]([P:31]([OH:33])([OH:34])=[O:32])[N:26]=2)[C@H:19]1[C:35]1[CH:36]=[CH:37][C:38]([F:41])=[CH:39][CH:40]=1)[C:3]1[CH:8]=[C:7]([C:9]([F:10])([F:11])[F:12])[CH:6]=[C:5]([C:13]([F:16])([F:15])[F:14])[CH:4]=1. Given the reactants [CH3:1][C@@H:2]([O:17][C@H:18]1[O:23][CH2:22][CH2:21][N:20]([CH2:24][C:25]2[NH:30][C:28](=[O:29])[N:27]([P:31]([OH:34])([OH:33])=[O:32])[N:26]=2)[C@H:19]1[C:35]1[CH:36]=[CH:37][C:38]([F:41])=[CH:39][CH:40]=1)[C:3]1[CH:4]=[C:5]([C:13]([F:16])([F:15])[F:14])[CH:6]=[C:7]([C:9]([F:12])([F:11])[F:10])[CH:8]=1.CNC[C@H](O)[C@@H](O)[C@H](O)[C@H](O)CO.CNC[C@H](O)[C@@H](O)[C@H](O)[C@H](O)CO.O, predict the reaction product. (3) Given the reactants [CH3:1][O:2][C:3]([CH3:8])([CH3:7])[CH2:4][CH2:5][OH:6].[C:9](Cl)(=[O:12])[CH2:10][CH3:11].O, predict the reaction product. The product is: [C:9]([O:6][CH2:5][CH2:4][C:3]([O:2][CH3:1])([CH3:8])[CH3:7])(=[O:12])[CH2:10][CH3:11]. (4) Given the reactants Br[CH2:2][C:3]([NH:5][C:6]1[CH:11]=[CH:10][C:9]([S:12]([N:15]([C:17]2[CH:36]=[CH:35][C:20]3[N:21]([CH2:28][CH:29]4[CH2:34][CH2:33][CH2:32][CH2:31][CH2:30]4)[C:22]([C:24]([CH3:27])([CH3:26])[CH3:25])=[N:23][C:19]=3[CH:18]=2)[CH3:16])(=[O:14])=[O:13])=[CH:8][CH:7]=1)=[O:4].[NH:37]1[CH2:42][CH2:41][O:40][CH2:39][CH2:38]1, predict the reaction product. The product is: [C:24]([C:22]1[N:21]([CH2:28][CH:29]2[CH2:34][CH2:33][CH2:32][CH2:31][CH2:30]2)[C:20]2[CH:35]=[CH:36][C:17]([N:15]([CH3:16])[S:12]([C:9]3[CH:10]=[CH:11][C:6]([NH:5][C:3](=[O:4])[CH2:2][N:37]4[CH2:42][CH2:41][O:40][CH2:39][CH2:38]4)=[CH:7][CH:8]=3)(=[O:14])=[O:13])=[CH:18][C:19]=2[N:23]=1)([CH3:27])([CH3:26])[CH3:25].